Dataset: Full USPTO retrosynthesis dataset with 1.9M reactions from patents (1976-2016). Task: Predict the reactants needed to synthesize the given product. (1) Given the product [CH3:1][O:2][C:3]1[CH:8]=[CH:7][CH:6]=[CH:5][C:4]=1[C:9]1[C:17]2[C:12](=[N:13][CH:14]=[C:15]([C:18]3[CH:19]=[C:20]([CH2:24][C:25]([N:37]([CH3:38])[CH3:36])=[O:27])[CH:21]=[CH:22][CH:23]=3)[CH:16]=2)[N:11]([CH2:28][O:29][CH2:30][CH2:31][Si:32]([CH3:35])([CH3:34])[CH3:33])[N:10]=1, predict the reactants needed to synthesize it. The reactants are: [CH3:1][O:2][C:3]1[CH:8]=[CH:7][CH:6]=[CH:5][C:4]=1[C:9]1[C:17]2[C:12](=[N:13][CH:14]=[C:15]([C:18]3[CH:19]=[C:20]([CH2:24][C:25]([OH:27])=O)[CH:21]=[CH:22][CH:23]=3)[CH:16]=2)[N:11]([CH2:28][O:29][CH2:30][CH2:31][Si:32]([CH3:35])([CH3:34])[CH3:33])[N:10]=1.[CH3:36][NH:37][CH3:38].C(N(C(C)C)CC)(C)C. (2) Given the product [Cl:1][C:2]1[CH:27]=[CH:26][C:5]([O:6][CH2:7][C:8]([N:10]2[CH2:15][C@H:14]([CH3:16])[N:13]([CH2:17][C:18]3[CH:23]=[CH:22][C:21]([F:24])=[CH:20][CH:19]=3)[CH2:12][C@H:11]2[CH3:25])=[O:9])=[C:4]([CH:3]=1)[CH2:28][O:29][C:47](=[O:48])[NH:46][S:43]([C:38]1[CH:39]=[CH:40][CH:41]=[CH:42][C:37]=1[CH3:49])(=[O:44])=[O:45], predict the reactants needed to synthesize it. The reactants are: [Cl:1][C:2]1[CH:27]=[CH:26][C:5]([O:6][CH2:7][C:8]([N:10]2[CH2:15][C@H:14]([CH3:16])[N:13]([CH2:17][C:18]3[CH:23]=[CH:22][C:21]([F:24])=[CH:20][CH:19]=3)[CH2:12][C@H:11]2[CH3:25])=[O:9])=[C:4]([CH2:28][OH:29])[CH:3]=1.C(N(CC)CC)C.[C:37]1([CH3:49])[C:38]([S:43]([N:46]=[C:47]=[O:48])(=[O:45])=[O:44])=[CH:39][CH:40]=[CH:41][CH:42]=1. (3) Given the product [CH3:1][O:2][C:3]1[CH:8]=[CH:7][C:6]([C:9]2[N:10]=[C:11]([C:22]([NH2:29])=[O:24])[O:12][C:13]=2[C:14]2[CH:19]=[CH:18][C:17]([O:20][CH3:21])=[CH:16][CH:15]=2)=[CH:5][CH:4]=1, predict the reactants needed to synthesize it. The reactants are: [CH3:1][O:2][C:3]1[CH:8]=[CH:7][C:6]([C:9]2[N:10]=[C:11]([C:22]([O:24]CC)=O)[O:12][C:13]=2[C:14]2[CH:19]=[CH:18][C:17]([O:20][CH3:21])=[CH:16][CH:15]=2)=[CH:5][CH:4]=1.C([NH2:29])=O.C[O-].[Na+]. (4) Given the product [Cl:19][C:20]1[CH:27]=[CH:26][C:23](/[CH:24]=[CH:8]/[C:7]2[CH:6]=[CH:5][C:4]([N+:1]([O-:3])=[O:2])=[CH:18][CH:17]=2)=[CH:22][CH:21]=1, predict the reactants needed to synthesize it. The reactants are: [N+:1]([C:4]1[CH:18]=[CH:17][C:7]([CH2:8]P(=O)(OCC)OCC)=[CH:6][CH:5]=1)([O-:3])=[O:2].[Cl:19][C:20]1[CH:27]=[CH:26][C:23]([CH:24]=O)=[CH:22][CH:21]=1. (5) Given the product [I:18][C:2]1[C:3]([CH2:12][OH:13])=[CH:4][C:5]2[C:10]([CH:11]=1)=[CH:9][CH:8]=[CH:7][CH:6]=2, predict the reactants needed to synthesize it. The reactants are: N[C:2]1[C:3]([CH2:12][OH:13])=[CH:4][C:5]2[C:10]([CH:11]=1)=[CH:9][CH:8]=[CH:7][CH:6]=2.N([O-])=O.[Na+].[I-:18].[K+].OS(O)(=O)=O.[O-]S([O-])=O.[Na+].[Na+]. (6) Given the product [Cl:31][CH2:26][C:24]1[CH:25]=[C:20]2[CH:19]=[C:18]([CH:7]([C:8]3[CH:13]=[CH:12][C:11]([S:14]([CH3:17])(=[O:16])=[O:15])=[CH:10][CH:9]=3)[CH2:6][CH:1]3[CH2:5][CH2:4][CH2:3][CH2:2]3)[NH:28][C:21]2=[N:22][CH:23]=1, predict the reactants needed to synthesize it. The reactants are: [CH:1]1([CH2:6][CH:7]([C:18]2[NH:28][C:21]3=[N:22][CH:23]=[C:24]([CH2:26]O)[CH:25]=[C:20]3[CH:19]=2)[C:8]2[CH:13]=[CH:12][C:11]([S:14]([CH3:17])(=[O:16])=[O:15])=[CH:10][CH:9]=2)[CH2:5][CH2:4][CH2:3][CH2:2]1.S(Cl)([Cl:31])=O. (7) Given the product [CH2:4]([O:11][C:12]1[C:13]([Cl:22])=[CH:14][C:15]([NH2:19])=[CH:16][C:17]=1[Cl:18])[C:5]1[CH:6]=[CH:7][CH:8]=[CH:9][CH:10]=1, predict the reactants needed to synthesize it. The reactants are: [Sn](Cl)Cl.[CH2:4]([O:11][C:12]1[C:17]([Cl:18])=[CH:16][C:15]([N+:19]([O-])=O)=[CH:14][C:13]=1[Cl:22])[C:5]1[CH:10]=[CH:9][CH:8]=[CH:7][CH:6]=1.C(C(C(C([O-])=O)O)O)([O-])=O.[K+].[Na+]. (8) The reactants are: [F:1][C:2]1[CH:7]=[CH:6][C:5]([N:8]2[C:11](=[O:12])[C@H:10]([S:13][CH2:14][C:15]([C:17]3[CH:22]=[CH:21][C:20]([F:23])=[CH:19][CH:18]=3)=[O:16])[C@H:9]2[C:24]2[CH:38]=[CH:37][C:27]([O:28][CH2:29][C:30]([NH:32][CH2:33][C:34]([OH:36])=O)=[O:31])=[CH:26][CH:25]=2)=[CH:4][CH:3]=1.CN1CCOCC1.CN(C(ON1N=NC2C=CC=CC1=2)=[N+](C)C)C.[B-](F)(F)(F)F.Cl.[C:69]([S:73][CH2:74][C@H:75]([C:77]([OH:79])=[O:78])[NH2:76])([CH3:72])([CH3:71])[CH3:70]. Given the product [F:1][C:2]1[CH:7]=[CH:6][C:5]([N:8]2[C:11](=[O:12])[C@H:10]([S:13][CH2:14][CH:15]([C:17]3[CH:18]=[CH:19][C:20]([F:23])=[CH:21][CH:22]=3)[OH:16])[C@H:9]2[C:24]2[CH:25]=[CH:26][C:27]([O:28][CH2:29][C:30]([NH:32][CH2:33][C:34]([NH:76][C@@H:75]([C:77]([OH:79])=[O:78])[CH2:74][S:73][C:69]([CH3:72])([CH3:70])[CH3:71])=[O:36])=[O:31])=[CH:37][CH:38]=2)=[CH:4][CH:3]=1, predict the reactants needed to synthesize it. (9) Given the product [CH2:1]([NH:8][C:9](=[O:23])[C:10]1[CH:15]=[CH:14][N:13]=[C:12]([N:16]2[CH2:21][CH2:20][CH2:19][CH:18]([CH2:34][C:35]3[CH:40]=[CH:39][CH:38]=[CH:37][CH:36]=3)[C:17]2=[O:22])[CH:11]=1)[C:2]1[CH:3]=[CH:4][CH:5]=[CH:6][CH:7]=1, predict the reactants needed to synthesize it. The reactants are: [CH2:1]([NH:8][C:9](=[O:23])[C:10]1[CH:15]=[CH:14][N:13]=[C:12]([N:16]2[CH2:21][CH2:20][CH2:19][CH2:18][C:17]2=[O:22])[CH:11]=1)[C:2]1[CH:7]=[CH:6][CH:5]=[CH:4][CH:3]=1.C[Si]([N-][Si](C)(C)C)(C)C.[Li+].[CH2:34](Br)[C:35]1[CH:40]=[CH:39][CH:38]=[CH:37][CH:36]=1.